Dataset: Catalyst prediction with 721,799 reactions and 888 catalyst types from USPTO. Task: Predict which catalyst facilitates the given reaction. (1) Reactant: [OH:1][C:2]1[CH:7]=[CH:6][CH:5]=[CH:4][C:3]=1[C:8](=[O:28])[CH2:9][CH2:10][C:11]1[N:12]=[C:13]([C:16]2[CH:21]=[CH:20][C:19]([O:22][CH3:23])=[C:18]([O:24][CH:25]([CH3:27])[CH3:26])[CH:17]=2)[O:14][CH:15]=1.[CH2:29](Br)[CH:30]=[CH2:31].C(=O)([O-])[O-].[K+].[K+].O. Product: [CH2:31]([O:1][C:2]1[CH:7]=[CH:6][CH:5]=[CH:4][C:3]=1[C:8](=[O:28])[CH2:9][CH2:10][C:11]1[N:12]=[C:13]([C:16]2[CH:21]=[CH:20][C:19]([O:22][CH3:23])=[C:18]([O:24][CH:25]([CH3:26])[CH3:27])[CH:17]=2)[O:14][CH:15]=1)[CH:30]=[CH2:29]. The catalyst class is: 42. (2) Reactant: [Cl:1][C:2]1[CH:10]=[C:6]([C:7]([O-])=[O:8])[C:5]([NH2:11])=[CH:4][CH:3]=1.[NH4+:12].[CH:13]([O-])([O-])OC. Product: [Cl:1][C:2]1[CH:10]=[C:6]2[C:5](=[CH:4][CH:3]=1)[N:11]=[CH:13][NH:12][C:7]2=[O:8]. The catalyst class is: 5. (3) Reactant: [CH3:1][O:2][C:3](=[O:31])[C:4]1[CH:9]=[C:8]([S:10](=[O:29])(=[O:28])[N:11]([C:15]2[CH:20]=[CH:19][C:18]([C:21]3[CH:26]=[CH:25][C:24]([OH:27])=[CH:23][CH:22]=3)=[CH:17][CH:16]=2)[CH2:12][CH2:13][CH3:14])[CH:7]=[CH:6][C:5]=1[CH3:30].I[CH2:33][CH2:34][CH3:35].C(=O)([O-])[O-].[K+].[K+]. Product: [CH3:1][O:2][C:3](=[O:31])[C:4]1[CH:9]=[C:8]([S:10](=[O:29])(=[O:28])[N:11]([C:15]2[CH:20]=[CH:19][C:18]([C:21]3[CH:22]=[CH:23][C:24]([O:27][CH2:33][CH2:34][CH3:35])=[CH:25][CH:26]=3)=[CH:17][CH:16]=2)[CH2:12][CH2:13][CH3:14])[CH:7]=[CH:6][C:5]=1[CH3:30].[CH3:1][O:2][C:3](=[O:31])[C:4]1[CH:9]=[C:8]([S:10](=[O:29])(=[O:28])[N:11]([C:15]2[CH:20]=[CH:19][C:18]([C:21]3[CH:22]=[CH:23][C:24]([OH:27])=[CH:25][CH:26]=3)=[CH:17][CH:16]=2)[CH2:12][CH2:13][CH3:14])[CH:7]=[CH:6][C:5]=1[CH3:30]. The catalyst class is: 372. (4) Reactant: [N+](C1C=CC(N=[N:11][C:12]2[C:13]([CH3:32])=[C:14]([CH3:31])[C:15]3[O:19][C:18]([CH3:21])([CH3:20])[CH:17]([C:22]4[CH:27]=[CH:26][C:25]([CH3:28])=[CH:24][CH:23]=4)[C:16]=3[C:29]=2[CH3:30])=CC=1)([O-])=O.S(S([O-])=O)([O-])=O.[Na+].[Na+].CO.[OH-].[Na+]. Product: [CH3:20][C:18]1([CH3:21])[CH:17]([C:22]2[CH:23]=[CH:24][C:25]([CH3:28])=[CH:26][CH:27]=2)[C:16]2[C:29]([CH3:30])=[C:12]([NH2:11])[C:13]([CH3:32])=[C:14]([CH3:31])[C:15]=2[O:19]1. The catalyst class is: 93. (5) Reactant: C[O:2][C:3](=[O:40])[C:4]1[CH:9]=[C:8]([O:10][C:11]2[CH:16]=[CH:15][C:14]([CH2:17][NH:18][C:19](=[O:28])[CH2:20][O:21][C:22]3[CH:27]=[CH:26][CH:25]=[CH:24][CH:23]=3)=[CH:13][CH:12]=2)[CH:7]=[CH:6][C:5]=1[NH:29][S:30]([C:33]1[CH:38]=[CH:37][C:36]([CH3:39])=[CH:35][CH:34]=1)(=[O:32])=[O:31].[Li+].[OH-]. Product: [O:21]([CH2:20][C:19]([NH:18][CH2:17][C:14]1[CH:15]=[CH:16][C:11]([O:10][C:8]2[CH:7]=[CH:6][C:5]([NH:29][S:30]([C:33]3[CH:34]=[CH:35][C:36]([CH3:39])=[CH:37][CH:38]=3)(=[O:32])=[O:31])=[C:4]([CH:9]=2)[C:3]([OH:40])=[O:2])=[CH:12][CH:13]=1)=[O:28])[C:22]1[CH:27]=[CH:26][CH:25]=[CH:24][CH:23]=1. The catalyst class is: 90.